This data is from Forward reaction prediction with 1.9M reactions from USPTO patents (1976-2016). The task is: Predict the product of the given reaction. (1) The product is: [F:1][C:2]1[CH:7]=[CH:6][C:5]([C:16]2([OH:19])[CH2:17][CH2:18][C:13]3([O:12][CH2:11][CH2:10][O:9]3)[CH2:14][CH2:15]2)=[CH:4][CH:3]=1. Given the reactants [F:1][C:2]1[CH:7]=[CH:6][C:5](Br)=[CH:4][CH:3]=1.[O:9]1[C:13]2([CH2:18][CH2:17][C:16](=[O:19])[CH2:15][CH2:14]2)[O:12][CH2:11][CH2:10]1, predict the reaction product. (2) Given the reactants [Cl:1][C:2]1[CH:7]=[CH:6][C:5]([C@@H:8]2[CH2:13][N:12]([CH2:14][C:15]3[CH:20]=[CH:19][CH:18]=[CH:17][CH:16]=3)[CH2:11][CH2:10][N:9]2CC=C)=[CH:4][CH:3]=1.C(O)C, predict the reaction product. The product is: [ClH:1].[ClH:1].[Cl:1][C:2]1[CH:3]=[CH:4][C:5]([C@H:8]2[NH:9][CH2:10][CH2:11][N:12]([CH2:14][C:15]3[CH:16]=[CH:17][CH:18]=[CH:19][CH:20]=3)[CH2:13]2)=[CH:6][CH:7]=1. (3) Given the reactants C(N(CC)CC)C.Cl.[NH2:9][CH:10]([C:21]1[C:26](=[O:27])[CH2:25][CH2:24][CH2:23][C:22]=1[NH:28][C:29]1[CH:34]=[CH:33][CH:32]=[C:31]([C:35]([F:38])([F:37])[F:36])[CH:30]=1)[C:11]1[CH:18]=[CH:17][C:14]([C:15]#[N:16])=[CH:13][C:12]=1[S:19][CH3:20].[C:39](N1C=CN=C1)(N1C=CN=C1)=[O:40], predict the reaction product. The product is: [O:40]=[C:39]1[NH:9][CH:10]([C:11]2[CH:18]=[CH:17][C:14]([C:15]#[N:16])=[CH:13][C:12]=2[S:19][CH3:20])[C:21]2[C:26](=[O:27])[CH2:25][CH2:24][CH2:23][C:22]=2[N:28]1[C:29]1[CH:34]=[CH:33][CH:32]=[C:31]([C:35]([F:38])([F:36])[F:37])[CH:30]=1.